From a dataset of Forward reaction prediction with 1.9M reactions from USPTO patents (1976-2016). Predict the product of the given reaction. (1) Given the reactants [F:1][C:2]1[CH:7]=[CH:6][CH:5]=[CH:4][C:3]=1[C@:8]12[CH2:16][O:15][CH2:14][CH2:13][C@H:12]1[CH2:11][O:10][NH:9]2, predict the reaction product. The product is: [NH2:9][C@:8]1([C:3]2[CH:4]=[CH:5][CH:6]=[CH:7][C:2]=2[F:1])[C@H:12]([CH2:11][OH:10])[CH2:13][CH2:14][O:15][CH2:16]1. (2) Given the reactants Cl[C:2]1[N:7]=[CH:6][C:5]([CH:8]([CH2:17][CH:18]2[CH2:22][CH2:21][CH2:20][CH2:19]2)[C:9]([NH:11][C:12]2[S:13][CH:14]=[CH:15][N:16]=2)=[O:10])=[CH:4][CH:3]=1.[S:23]1[CH:27]=[CH:26][C:25](B(O)O)=[CH:24]1, predict the reaction product. The product is: [CH:18]1([CH2:17][CH:8]([C:5]2[CH:6]=[N:7][C:2]([C:25]3[CH:26]=[CH:27][S:23][CH:24]=3)=[CH:3][CH:4]=2)[C:9]([NH:11][C:12]2[S:13][CH:14]=[CH:15][N:16]=2)=[O:10])[CH2:22][CH2:21][CH2:20][CH2:19]1. (3) Given the reactants [O:1]=[C:2]1[CH2:6][CH2:5][CH2:4][CH:3]1[CH2:7][C:8]([OH:10])=[O:9].OS(O)(=O)=O.[CH2:16](O)[CH3:17], predict the reaction product. The product is: [O:1]=[C:2]1[CH2:6][CH2:5][CH2:4][CH:3]1[CH2:7][C:8]([O:10][CH2:16][CH3:17])=[O:9]. (4) Given the reactants [C:1]([O:5][C:6](=[O:43])[NH:7][CH2:8][C@H:9]1[CH2:14][CH2:13][C@H:12]([C:15](=[O:42])[NH:16][C@H:17]([C:28]2[NH:29][CH:30]=[C:31]([C:33]3[CH:38]=[CH:37][C:36]([C:39]#[N:40])=[C:35]([F:41])[CH:34]=3)[N:32]=2)[CH2:18][C:19]2[CH:24]=[CH:23][CH:22]=[CH:21][C:20]=2[N+:25]([O-])=O)[CH2:11][CH2:10]1)([CH3:4])([CH3:3])[CH3:2].C(O)(=O)C, predict the reaction product. The product is: [C:1]([O:5][C:6](=[O:43])[NH:7][CH2:8][C@H:9]1[CH2:14][CH2:13][C@H:12]([C:15](=[O:42])[NH:16][C@H:17]([C:28]2[NH:29][CH:30]=[C:31]([C:33]3[CH:38]=[CH:37][C:36]([C:39]#[N:40])=[C:35]([F:41])[CH:34]=3)[N:32]=2)[CH2:18][C:19]2[CH:24]=[CH:23][CH:22]=[CH:21][C:20]=2[NH2:25])[CH2:11][CH2:10]1)([CH3:4])([CH3:2])[CH3:3]. (5) Given the reactants Cl[CH:16](C1C=CC=C([CH:16](Cl)[CH:17]([OH:23])[CH2:18][S:19][CH2:20]CC)C=1)[CH:17]([OH:23])[CH2:18][S:19][CH2:20]CC.[OH-:25].[Na+].[C:27]1([CH3:33])[CH:32]=[CH:31][CH:30]=[CH:29][CH:28]=1, predict the reaction product. The product is: [O:25]1[CH2:16][CH:17]1[CH2:18][S:19][CH2:33][C:27]1[CH:32]=[CH:31][CH:30]=[C:29]([CH2:20][S:19][CH2:18][CH:17]2[O:23][CH2:16]2)[CH:28]=1. (6) Given the reactants [Cl-].[CH3:2][O:3][C:4](=[O:11])[CH2:5][CH2:6][CH2:7][NH+:8]([CH3:10])[CH3:9].C([O-])([O-])=O.[K+].[K+], predict the reaction product. The product is: [CH3:9][N:8]([CH3:10])[CH2:7][CH2:6][CH2:5][C:4]([O:3][CH3:2])=[O:11]. (7) Given the reactants [CH:1]([C:4]1[CH:9]=[C:8]([N:10]2[CH2:15][CH2:14][O:13][CH2:12][CH2:11]2)[CH:7]=[C:6]([CH:16]([CH3:18])[CH3:17])[C:5]=1[NH2:19])([CH3:3])[CH3:2].N1C=CC=CC=1.[CH:26]1([CH2:31][C:32](Cl)=[O:33])[CH2:30][CH2:29][CH2:28][CH2:27]1, predict the reaction product. The product is: [CH:26]1([CH2:31][C:32]([NH:19][C:5]2[C:6]([CH:16]([CH3:18])[CH3:17])=[CH:7][C:8]([N:10]3[CH2:11][CH2:12][O:13][CH2:14][CH2:15]3)=[CH:9][C:4]=2[CH:1]([CH3:3])[CH3:2])=[O:33])[CH2:30][CH2:29][CH2:28][CH2:27]1. (8) The product is: [Br:1][C:2]1[CH:3]=[C:4]([CH:12]=[C:13](/[CH:15]=[N:18]/[OH:19])[CH:14]=1)[C:5]([O:7][C:8]([CH3:11])([CH3:10])[CH3:9])=[O:6]. Given the reactants [Br:1][C:2]1[CH:3]=[C:4]([CH:12]=[C:13]([CH:15]=O)[CH:14]=1)[C:5]([O:7][C:8]([CH3:11])([CH3:10])[CH3:9])=[O:6].Cl.[NH2:18][OH:19].N1C=CC=CC=1, predict the reaction product.